Dataset: Reaction yield outcomes from USPTO patents with 853,638 reactions. Task: Predict the reaction yield, written as a fraction of the theoretical maximum amount of product (1.0 means a 100% yield; for example, 0.34 means a 34% yield). (1) The reactants are N1([C:10]2[C:19]3[C:14](=[CH:15][CH:16]=[CH:17][CH:18]=3)[N:13]=[CH:12][N:11]=2)C2C=CC=CC=2N=N1.[C:20]1(B(O)O)[CH:25]=[CH:24][CH:23]=[CH:22][CH:21]=1.C([O-])([O-])=[O:30].[Cs+].[Cs+]. The catalyst is C1C=CC([P]([Pd]([P](C2C=CC=CC=2)(C2C=CC=CC=2)C2C=CC=CC=2)([P](C2C=CC=CC=2)(C2C=CC=CC=2)C2C=CC=CC=2)[P](C2C=CC=CC=2)(C2C=CC=CC=2)C2C=CC=CC=2)(C2C=CC=CC=2)C2C=CC=CC=2)=CC=1. The product is [O:30]([C:10]1[C:19]2[C:14](=[CH:15][CH:16]=[CH:17][CH:18]=2)[N:13]=[CH:12][N:11]=1)[C:20]1[CH:25]=[CH:24][CH:23]=[CH:22][CH:21]=1. The yield is 0.780. (2) The reactants are S(Cl)(Cl)=[O:2].C(=O)(O[CH2:10][O:11][C:12](=[O:15])[CH2:13][CH3:14])SCC.[CH2:17]([Cl:19])Cl. No catalyst specified. The product is [C:12]([O:11][CH2:10][C:17]([Cl:19])=[O:2])(=[O:15])[CH2:13][CH3:14]. The yield is 1.00.